The task is: Regression. Given a peptide amino acid sequence and an MHC pseudo amino acid sequence, predict their binding affinity value. This is MHC class I binding data.. This data is from Peptide-MHC class I binding affinity with 185,985 pairs from IEDB/IMGT. The peptide sequence is AADSFATSY. The MHC is HLA-B27:03 with pseudo-sequence HLA-B27:03. The binding affinity (normalized) is 0.0847.